This data is from Forward reaction prediction with 1.9M reactions from USPTO patents (1976-2016). The task is: Predict the product of the given reaction. (1) The product is: [C:16]([O:19][CH:20]1[CH:25]([N:26]([CH3:27])[CH3:28])[CH2:24][CH:23]([CH3:29])[O:22][CH:21]1[O:15][CH:1]1[CH2:14][CH2:13][CH2:12][CH2:11][CH2:10][CH2:9][CH2:8][CH2:7][CH2:6][CH2:5][CH2:4][CH2:3][CH2:2]1)(=[O:18])[CH3:17]. Given the reactants [CH:1]1([OH:15])[CH2:14][CH2:13][CH2:12][CH2:11][CH2:10][CH2:9][CH2:8][CH2:7][CH2:6][CH2:5][CH2:4][CH2:3][CH2:2]1.[C:16]([O:19][CH:20]1[CH:25]([N:26]([CH3:28])[CH3:27])[CH2:24][CH:23]([CH3:29])[O:22][CH:21]1F)(=[O:18])[CH3:17].B(F)(F)F.CCOCC, predict the reaction product. (2) Given the reactants [CH2:1](I)C.[NH2:4][CH2:5][CH2:6][CH2:7][C@:8]1([C:26]2[CH:31]=[CH:30][CH:29]=[CH:28][CH:27]=2)[N:12]([C:13](=[O:18])[C@@H:14]([O:16][CH3:17])[CH3:15])[N:11]=[C:10]([C:19]2[CH:24]=[CH:23][CH:22]=[C:21]([F:25])[CH:20]=2)[S:9]1, predict the reaction product. The product is: [NH2:4][CH2:5][CH2:6][CH2:7][C@:8]1([C:26]2[CH:31]=[CH:30][CH:29]=[CH:28][CH:27]=2)[N:12]([C:13](=[O:18])[C@@H:14]([O:16][CH2:17][CH3:1])[CH3:15])[N:11]=[C:10]([C:19]2[CH:24]=[CH:23][CH:22]=[C:21]([F:25])[CH:20]=2)[S:9]1. (3) The product is: [OH:42][C:39]1[CH:40]=[CH:41][C:32]([O:31][CH2:30][C@@H:29]([OH:44])[CH2:28][NH:27][CH:17]2[CH2:18][CH2:19][N:14]([C:11]3[CH:10]=[CH:9][C:8]([CH:7]=[C:6]4[S:5][C:4]([N:21]5[CH2:22][CH2:23][CH2:24][CH2:25][CH2:26]5)=[N:3][C:2]4=[O:1])=[CH:13][CH:12]=3)[CH2:15][CH2:16]2)=[C:33]2[C:38]=1[NH:37][C:36](=[O:43])[CH2:35][CH2:34]2. Given the reactants [O:1]=[C:2]1[C:6](=[CH:7][C:8]2[CH:13]=[CH:12][C:11]([N:14]3[CH2:19][CH2:18][C:17](=O)[CH2:16][CH2:15]3)=[CH:10][CH:9]=2)[S:5][C:4]([N:21]2[CH2:26][CH2:25][CH2:24][CH2:23][CH2:22]2)=[N:3]1.[NH2:27][CH2:28][C@H:29]([OH:44])[CH2:30][O:31][C:32]1[CH:41]=[CH:40][C:39]([OH:42])=[C:38]2[C:33]=1[CH2:34][CH2:35][C:36](=[O:43])[NH:37]2, predict the reaction product. (4) Given the reactants Cl[C:2]1[N:3]=[C:4]([NH2:50])[C:5]2[N:6]=[CH:7][N:8]([C:48]=2[N:49]=1)[C@@H:9]1[O:47][C@H:34]([CH2:35][O:36][Si:37]([CH:44]([CH3:46])[CH3:45])([CH:41]([CH3:43])[CH3:42])[CH:38]([CH3:40])[CH3:39])[C@@H:22]([O:23][Si:24]([CH:31]([CH3:33])[CH3:32])([CH:28]([CH3:30])[CH3:29])[CH:25]([CH3:27])[CH3:26])[C@H:10]1[O:11][Si:12]([CH:19]([CH3:21])[CH3:20])([CH:16]([CH3:18])[CH3:17])[CH:13]([CH3:15])[CH3:14].[Cl:51][C:52]1[CH:57]=[CH:56][C:55]([CH2:58][CH2:59][OH:60])=[CH:54][CH:53]=1, predict the reaction product. The product is: [Cl:51][C:52]1[CH:57]=[CH:56][C:55]([CH2:58][CH2:59][O:60][C:2]2[N:3]=[C:4]([NH2:50])[C:5]3[N:6]=[CH:7][N:8]([C:48]=3[N:49]=2)[C@@H:9]2[O:47][C@H:34]([CH2:35][O:36][Si:37]([CH:38]([CH3:40])[CH3:39])([CH:41]([CH3:43])[CH3:42])[CH:44]([CH3:46])[CH3:45])[C@@H:22]([O:23][Si:24]([CH:31]([CH3:32])[CH3:33])([CH:28]([CH3:29])[CH3:30])[CH:25]([CH3:26])[CH3:27])[C@H:10]2[O:11][Si:12]([CH:19]([CH3:20])[CH3:21])([CH:16]([CH3:18])[CH3:17])[CH:13]([CH3:14])[CH3:15])=[CH:54][CH:53]=1.